Dataset: Forward reaction prediction with 1.9M reactions from USPTO patents (1976-2016). Task: Predict the product of the given reaction. (1) Given the reactants [CH3:1][O:2][CH:3]([O:12][CH3:13])[C:4]1[CH:9]=[CH:8][N:7]=[C:6]([O:10][CH3:11])[N:5]=1.CC(O)=O.[Br:18]Br, predict the reaction product. The product is: [Br:18][C:9]1[C:4]([CH:3]([O:2][CH3:1])[O:12][CH3:13])=[N:5][C:6]([O:10][CH3:11])=[N:7][CH:8]=1. (2) Given the reactants [OH-].[K+].[OH:3][C:4]1[CH:5]=[CH:6][CH:7]=[C:8]2[C:13]=1[N:12]=[CH:11][CH:10]=[CH:9]2.[CH3:14]I, predict the reaction product. The product is: [CH3:14][O:3][C:4]1[CH:5]=[CH:6][CH:7]=[C:8]2[C:13]=1[N:12]=[CH:11][CH:10]=[CH:9]2. (3) Given the reactants C(OC([N:8]1[CH2:14][CH2:13][C:12]2[C:15]([S:20][C:21](=O)N(C)C)=[C:16]([Cl:19])[CH:17]=[CH:18][C:11]=2[CH2:10][CH2:9]1)=O)(C)(C)C.Cl.ClC[C:29]1[N:30]=[C:31]([CH3:34])[S:32][CH:33]=1, predict the reaction product. The product is: [ClH:19].[Cl:19][C:16]1[CH:17]=[CH:18][C:11]2[CH2:10][CH2:9][NH:8][CH2:14][CH2:13][C:12]=2[C:15]=1[S:20][CH2:21][C:29]1[N:30]=[C:31]([CH3:34])[S:32][CH:33]=1. (4) Given the reactants [CH3:1][C:2]1[O:6][C:5]([CH2:7][NH:8][C:9]2[CH:18]=[CH:17][C:16]3[C:15]([NH2:19])=[CH:14][CH:13]=[CH:12][C:11]=3[N:10]=2)=[CH:4][CH:3]=1.[F:20][C:21]1[CH:26]=[CH:25][C:24]([S:27](Cl)(=[O:29])=[O:28])=[CH:23][CH:22]=1, predict the reaction product. The product is: [CH3:1][C:2]1[O:6][C:5]([CH2:7][NH:8][C:9]2[CH:18]=[CH:17][C:16]3[C:11](=[CH:12][CH:13]=[CH:14][C:15]=3[NH:19][S:27]([C:24]3[CH:25]=[CH:26][C:21]([F:20])=[CH:22][CH:23]=3)(=[O:29])=[O:28])[N:10]=2)=[CH:4][CH:3]=1. (5) The product is: [CH3:17][O:16][C:13]1[CH:14]=[CH:15][C:10]([CH2:9][N:5]2[CH:6]3[C:29]4[CH:30]=[CH:25][CH:26]=[CH:27][C:18]=4[C:4]2([CH3:40])[C:3](=[O:2])[CH:8]=[CH:7]3)=[CH:11][CH:12]=1. Given the reactants [Cl-].[OH:2][C:3]1[C:4]([CH3:18])=[N+:5]([CH2:9][C:10]2[CH:15]=[CH:14][C:13]([O:16][CH3:17])=[CH:12][CH:11]=2)[CH:6]=[CH:7][CH:8]=1.FC(F)(F)S(O[C:25]1[CH:30]=[CH:29]C=[CH:27][C:26]=1[Si](C)(C)C)(=O)=O.[F-].[Cs+].O.[CH3:40]C#N, predict the reaction product.